This data is from Catalyst prediction with 721,799 reactions and 888 catalyst types from USPTO. The task is: Predict which catalyst facilitates the given reaction. Reactant: CC[C@H]1[C@H]2C[C@H]([C@H]([O:24][C:25]3[C:34]4[C:29](=[CH:30][CH:31]=[CH:32][CH:33]=4)C(O[C@H](C4C=CN=C5C=4C=C(OC)C=C5)[C@@H]4N5C[C@H](CC)[C@@H](CC5)C4)=NN=3)C3C=CN=C4C=3C=C(OC)C=C4)N(CC2)C1.CS(N)(=O)=O.[C:64](OCC1C=CC=CC=1)(=O)[CH:65]=[CH:66][C:67]1C=CC=C[CH:68]=1.S([O-])([O-])=[O:83].[Na+].[Na+].[C:88]([O:91][CH2:92][CH3:93])(=[O:90])[CH3:89]. Product: [CH2:92]([O:91][C:88](=[O:90])[C@H:89]([OH:83])[C@@H:25]([OH:24])[C:34]1[CH:29]=[CH:30][CH:31]=[CH:32][CH:33]=1)[C:93]1[CH:68]=[CH:67][CH:66]=[CH:65][CH:64]=1. The catalyst class is: 664.